This data is from Reaction yield outcomes from USPTO patents with 853,638 reactions. The task is: Predict the reaction yield, written as a fraction of the theoretical maximum amount of product (1.0 means a 100% yield; for example, 0.34 means a 34% yield). (1) The reactants are [NH2:1][C:2]1[C:3]([F:10])=[CH:4][C:5]([F:9])=[C:6]([OH:8])[CH:7]=1.CC(C)([O-])C.[K+].[Cl:17][C:18]1[CH:19]=[N:20][CH:21]=[C:22](Cl)[CH:23]=1.C(=O)([O-])[O-].[K+].[K+]. The catalyst is CS(C)=O.O. The product is [Cl:17][C:18]1[CH:23]=[C:22]([O:8][C:6]2[C:5]([F:9])=[CH:4][C:3]([F:10])=[C:2]([NH2:1])[CH:7]=2)[CH:21]=[N:20][CH:19]=1. The yield is 0.660. (2) The reactants are Br[C:2]1[C:3]([C:8]([F:11])([F:10])[F:9])=[N:4][N:5]([CH3:7])[CH:6]=1.CC1(C)C(C)(C)OB([C:20]2[CH:21]=[C:22]3[C:27](=[C:28]([O:30][CH2:31][O:32][CH2:33][CH2:34][Si:35]([CH3:38])([CH3:37])[CH3:36])[CH:29]=2)[N:26]=[CH:25][N:24]([CH2:39][O:40][CH2:41][CH2:42][Si:43]([CH3:46])([CH3:45])[CH3:44])[C:23]3=[O:47])O1.C(=O)([O-])[O-].[K+].[K+].O. The catalyst is CN(C)C=O.C1(P([C-]2C=CC=C2)C2C=CC=CC=2)C=CC=CC=1.[C-]1(P(C2C=CC=CC=2)C2C=CC=CC=2)C=CC=C1.[Fe+2].[Pd](Cl)Cl. The product is [CH3:7][N:5]1[CH:6]=[C:2]([C:20]2[CH:21]=[C:22]3[C:27](=[C:28]([O:30][CH2:31][O:32][CH2:33][CH2:34][Si:35]([CH3:38])([CH3:36])[CH3:37])[CH:29]=2)[N:26]=[CH:25][N:24]([CH2:39][O:40][CH2:41][CH2:42][Si:43]([CH3:46])([CH3:45])[CH3:44])[C:23]3=[O:47])[C:3]([C:8]([F:11])([F:10])[F:9])=[N:4]1. The yield is 0.110. (3) The reactants are [CH3:1][C:2]1[N:25]([CH3:26])[C:5]2[CH:6]=[C:7]([C:20]([O:22]CC)=[O:21])[C:8]3[CH2:9][CH2:10][CH:11]([C:14]4[CH:19]=[CH:18][CH:17]=[CH:16][CH:15]=4)[NH:12][C:13]=3[C:4]=2[N:3]=1.Cl. The catalyst is O1CCOCC1.[OH-].[Na+]. The product is [CH3:1][C:2]1[N:25]([CH3:26])[C:5]2[CH:6]=[C:7]([C:20]([OH:22])=[O:21])[C:8]3[CH2:9][CH2:10][CH:11]([C:14]4[CH:19]=[CH:18][CH:17]=[CH:16][CH:15]=4)[NH:12][C:13]=3[C:4]=2[N:3]=1. The yield is 0.880.